This data is from Forward reaction prediction with 1.9M reactions from USPTO patents (1976-2016). The task is: Predict the product of the given reaction. (1) The product is: [C:1]([O:5][C:6]([C:8]1[CH:9]=[CH:10][C:11]([CH2:12][N:13]2[C:17]([CH3:18])=[C:16]([C:19]3[CH:24]=[CH:23][C:22]([C:25]#[N:26])=[C:21]([Cl:27])[CH:20]=3)[C:15]([C:28]([OH:30])=[O:29])=[N:14]2)=[CH:33][CH:34]=1)=[O:7])([CH3:4])([CH3:2])[CH3:3]. Given the reactants [C:1]([O:5][C:6]([C:8]1[CH:34]=[CH:33][C:11]([CH2:12][N:13]2[C:17]([CH3:18])=[C:16]([C:19]3[CH:24]=[CH:23][C:22]([C:25]#[N:26])=[C:21]([Cl:27])[CH:20]=3)[C:15]([C:28]([O:30]CC)=[O:29])=[N:14]2)=[CH:10][CH:9]=1)=[O:7])([CH3:4])([CH3:3])[CH3:2].[OH-].[Na+].C(O)(=O)CC(CC(O)=O)(C(O)=O)O, predict the reaction product. (2) Given the reactants [CH2:1]([N:8]([CH2:22][C:23]1[CH:28]=[CH:27][CH:26]=[CH:25][CH:24]=1)[C@@H:9]1[CH2:18][CH2:17][C:16]2[C:11](=[C:12]([O:20][CH3:21])[CH:13]=[CH:14][C:15]=2Br)[CH2:10]1)[C:2]1[CH:7]=[CH:6][CH:5]=[CH:4][CH:3]=1.[CH3:29][N:30]1[CH2:35][CH2:34][NH:33][CH2:32][CH2:31]1.C1C=CC(P(C2C(C3C(P(C4C=CC=CC=4)C4C=CC=CC=4)=CC=C4C=3C=CC=C4)=C3C(C=CC=C3)=CC=2)C2C=CC=CC=2)=CC=1.CC(C)([O-])C.[Na+], predict the reaction product. The product is: [CH2:1]([N:8]([CH2:22][C:23]1[CH:28]=[CH:27][CH:26]=[CH:25][CH:24]=1)[C@@H:9]1[CH2:18][CH2:17][C:16]2[C:11](=[C:12]([O:20][CH3:21])[CH:13]=[CH:14][C:15]=2[N:33]2[CH2:34][CH2:35][N:30]([CH3:29])[CH2:31][CH2:32]2)[CH2:10]1)[C:2]1[CH:7]=[CH:6][CH:5]=[CH:4][CH:3]=1. (3) Given the reactants C([NH:8][CH2:9][CH2:10][CH2:11][N:12]1[CH2:18][CH2:17][CH2:16][O:15][CH:14]([CH2:19][C:20]2[CH:25]=[CH:24][C:23]([F:26])=[CH:22][CH:21]=2)[CH2:13]1)C1C=CC=CC=1, predict the reaction product. The product is: [F:26][C:23]1[CH:22]=[CH:21][C:20]([CH2:19][CH:14]2[CH2:13][N:12]([CH2:11][CH2:10][CH2:9][NH2:8])[CH2:18][CH2:17][CH2:16][O:15]2)=[CH:25][CH:24]=1. (4) Given the reactants [ClH:1].[O:2]=[C:3]([NH:46][C:47]1[CH:52]=[CH:51][C:50]([C:53]2[NH:57][N:56]=[N:55][N:54]=2)=[CH:49][CH:48]=1)[C@@H:4]([NH:28][C:29]([C@H:31]1[CH2:36][CH2:35][C@H:34]([CH2:37][NH:38]C(=O)OC(C)(C)C)[CH2:33][CH2:32]1)=[O:30])[CH2:5][C:6]1[CH:7]=[C:8]([C:12]2[CH:17]=[CH:16][C:15]([C:18](=[O:27])[NH:19][CH2:20][CH2:21][N:22]3[CH2:26][CH2:25][CH2:24][CH2:23]3)=[CH:14][CH:13]=2)[CH:9]=[CH:10][CH:11]=1.C(#N)C, predict the reaction product. The product is: [ClH:1].[NH2:38][CH2:37][C@H:34]1[CH2:33][CH2:32][C@H:31]([C:29]([NH:28][C@H:4]([C:3](=[O:2])[NH:46][C:47]2[CH:48]=[CH:49][C:50]([C:53]3[NH:57][N:56]=[N:55][N:54]=3)=[CH:51][CH:52]=2)[CH2:5][C:6]2[CH:7]=[C:8]([C:12]3[CH:13]=[CH:14][C:15]([C:18]([NH:19][CH2:20][CH2:21][N:22]4[CH2:26][CH2:25][CH2:24][CH2:23]4)=[O:27])=[CH:16][CH:17]=3)[CH:9]=[CH:10][CH:11]=2)=[O:30])[CH2:36][CH2:35]1. (5) Given the reactants [CH:1]1[C:10]2[C:5](=[CH:6][CH:7]=[CH:8][CH:9]=2)[CH:4]=[C:3]([C:11]([NH:13][C:14]2[NH:18][C:17]3[CH:19]=[CH:20][CH:21]=[C:22]([C:23]([OH:25])=O)[C:16]=3[N:15]=2)=[O:12])[N:2]=1.CN(C(ON1N=NC2C=CC=CC1=2)=[N+](C)C)C.F[P-](F)(F)(F)(F)F.S(O)(O)(=O)=O.[NH2:55][C:56]1[NH:57][CH:58]=[CH:59][N:60]=1, predict the reaction product. The product is: [NH:57]1[CH:58]=[CH:59][N:60]=[C:56]1[NH:55][C:23]([C:22]1[C:16]2[N:15]=[C:14]([NH:13][C:11]([C:3]3[N:2]=[CH:1][C:10]4[C:5]([CH:4]=3)=[CH:6][CH:7]=[CH:8][CH:9]=4)=[O:12])[NH:18][C:17]=2[CH:19]=[CH:20][CH:21]=1)=[O:25]. (6) Given the reactants [Br:1][C:2]1[CH:10]=[C:6]([C:7]([OH:9])=O)[C:5]([OH:11])=[CH:4][CH:3]=1.[NH2:12][C:13]1[S:14][CH:15]=[C:16]([C:18]2[CH:23]=[CH:22][CH:21]=[CH:20][CH:19]=2)[N:17]=1, predict the reaction product. The product is: [Br:1][C:2]1[CH:3]=[CH:4][C:5]([OH:11])=[C:6]([CH:10]=1)[C:7]([NH:12][C:13]1[S:14][CH:15]=[C:16]([C:18]2[CH:23]=[CH:22][CH:21]=[CH:20][CH:19]=2)[N:17]=1)=[O:9]. (7) Given the reactants [C:1]([C:3]1[CH:11]=[CH:10][C:6]([C:7]([OH:9])=O)=[CH:5][C:4]=1[CH3:12])#[N:2].S(Cl)(Cl)=O.[CH:17]1[CH:18]=[CH:19][N:20]2[CH2:26][C:25]3[CH:27]=[CH:28][CH:29]=[CH:30][C:24]=3[NH:23][CH2:22][C:21]=12, predict the reaction product. The product is: [CH:17]1[CH:18]=[CH:19][N:20]2[CH2:26][C:25]3[CH:27]=[CH:28][CH:29]=[CH:30][C:24]=3[N:23]([C:7]([C:6]3[CH:10]=[CH:11][C:3]([C:1]#[N:2])=[C:4]([CH3:12])[CH:5]=3)=[O:9])[CH2:22][C:21]=12.